Dataset: NCI-60 drug combinations with 297,098 pairs across 59 cell lines. Task: Regression. Given two drug SMILES strings and cell line genomic features, predict the synergy score measuring deviation from expected non-interaction effect. (1) Drug 1: COC1=NC(=NC2=C1N=CN2C3C(C(C(O3)CO)O)O)N. Drug 2: CC1CCCC2(C(O2)CC(NC(=O)CC(C(C(=O)C(C1O)C)(C)C)O)C(=CC3=CSC(=N3)C)C)C. Cell line: NCI-H522. Synergy scores: CSS=43.4, Synergy_ZIP=2.43, Synergy_Bliss=-0.997, Synergy_Loewe=-30.1, Synergy_HSA=-1.43. (2) Drug 1: C1CC(=O)NC(=O)C1N2CC3=C(C2=O)C=CC=C3N. Drug 2: C1=CC(=CC=C1CCC2=CNC3=C2C(=O)NC(=N3)N)C(=O)NC(CCC(=O)O)C(=O)O. Cell line: MCF7. Synergy scores: CSS=30.7, Synergy_ZIP=-2.11, Synergy_Bliss=-3.66, Synergy_Loewe=-11.9, Synergy_HSA=-1.53. (3) Drug 1: CC(C)CN1C=NC2=C1C3=CC=CC=C3N=C2N. Drug 2: C1C(C(OC1N2C=NC(=NC2=O)N)CO)O. Cell line: CAKI-1. Synergy scores: CSS=-2.85, Synergy_ZIP=2.42, Synergy_Bliss=0.0942, Synergy_Loewe=-4.93, Synergy_HSA=-5.18. (4) Drug 1: CCC1(CC2CC(C3=C(CCN(C2)C1)C4=CC=CC=C4N3)(C5=C(C=C6C(=C5)C78CCN9C7C(C=CC9)(C(C(C8N6C=O)(C(=O)OC)O)OC(=O)C)CC)OC)C(=O)OC)O.OS(=O)(=O)O. Drug 2: C1C(C(OC1N2C=NC3=C(N=C(N=C32)Cl)N)CO)O. Cell line: 786-0. Synergy scores: CSS=9.09, Synergy_ZIP=-8.32, Synergy_Bliss=-5.92, Synergy_Loewe=-5.47, Synergy_HSA=-2.34. (5) Drug 1: COC1=CC(=CC(=C1O)OC)C2C3C(COC3=O)C(C4=CC5=C(C=C24)OCO5)OC6C(C(C7C(O6)COC(O7)C8=CC=CS8)O)O. Drug 2: CCCS(=O)(=O)NC1=C(C(=C(C=C1)F)C(=O)C2=CNC3=C2C=C(C=N3)C4=CC=C(C=C4)Cl)F. Cell line: SW-620. Synergy scores: CSS=30.9, Synergy_ZIP=12.9, Synergy_Bliss=10.5, Synergy_Loewe=-28.7, Synergy_HSA=-2.83. (6) Drug 1: COC1=CC(=CC(=C1O)OC)C2C3C(COC3=O)C(C4=CC5=C(C=C24)OCO5)OC6C(C(C7C(O6)COC(O7)C8=CC=CS8)O)O. Drug 2: CC1=C(C(CCC1)(C)C)C=CC(=CC=CC(=CC(=O)O)C)C. Cell line: MCF7. Synergy scores: CSS=46.4, Synergy_ZIP=0.429, Synergy_Bliss=0.454, Synergy_Loewe=4.88, Synergy_HSA=6.21. (7) Drug 1: CC1OCC2C(O1)C(C(C(O2)OC3C4COC(=O)C4C(C5=CC6=C(C=C35)OCO6)C7=CC(=C(C(=C7)OC)O)OC)O)O. Drug 2: CNC(=O)C1=NC=CC(=C1)OC2=CC=C(C=C2)NC(=O)NC3=CC(=C(C=C3)Cl)C(F)(F)F. Cell line: UO-31. Synergy scores: CSS=22.3, Synergy_ZIP=-15.6, Synergy_Bliss=-14.8, Synergy_Loewe=-15.8, Synergy_HSA=-15.6. (8) Drug 1: C1CN(CCN1C(=O)CCBr)C(=O)CCBr. Drug 2: C1CNP(=O)(OC1)N(CCCl)CCCl. Cell line: NCI-H226. Synergy scores: CSS=2.56, Synergy_ZIP=-0.228, Synergy_Bliss=-1.22, Synergy_Loewe=-4.55, Synergy_HSA=-3.48. (9) Drug 1: COC1=C(C=C2C(=C1)N=CN=C2NC3=CC(=C(C=C3)F)Cl)OCCCN4CCOCC4. Drug 2: C1=C(C(=O)NC(=O)N1)F. Cell line: ACHN. Synergy scores: CSS=67.8, Synergy_ZIP=1.43, Synergy_Bliss=1.35, Synergy_Loewe=9.32, Synergy_HSA=11.2.